From a dataset of Experimentally validated miRNA-target interactions with 360,000+ pairs, plus equal number of negative samples. Binary Classification. Given a miRNA mature sequence and a target amino acid sequence, predict their likelihood of interaction. (1) The miRNA is rno-miR-155-5p with sequence UUAAUGCUAAUUGUGAUAGGGGU. The protein sequence of the target gene is MSEAPRAETFVFLDLEATGLPSVEPEIAELSLFAVHRSSLENPEHDESGALVLPRVLDKLTLCMCPERPFTAKASEITGLSSEGLARCRKAGFDGAVVRTLQAFLSRQAGPICLVAHNGFDYDFPLLCAELRRLGARLPRDTVCLDTLPALRGLDRAHSHGTRARGRQGYSLGSLFHRYFRAEPSAAHSAEGDVHTLLLIFLHRAAELLAWADEQARGWAHIEPMYLPPDDPSLEA. Result: 0 (no interaction). (2) The miRNA is mmu-miR-669o-3p with sequence ACAUAACAUACACACACACGUAU. The protein sequence of the target gene is MRLLVAPLLLAWVAGATAAVPVVPWHVPCPPQCACQIRPWYTPRSSYREATTVDCNDLFLTAVPPALPAGTQTLLLQSNSIVRVDQSELGYLANLTELDLSQNSFSDARDCDFHALPQLLSLHLEENQLTRLEDHSFAGLASLQELYLNHNQLYRIAPRAFSGLSNLLRLHLNSNLLRAIDSRWFEMLPNLEILMIGGNKVDAILDMNFRPLANLRSLVLAGMNLREISDYALEGLQSLESLSFYDNQLARVPRRALEQVPGLKFLDLNKNPLQRVGPGDFANMLHLKELGLNNMEELVS.... Result: 0 (no interaction). (3) The miRNA is hsa-miR-526b-5p with sequence CUCUUGAGGGAAGCACUUUCUGU. The protein sequence of the target gene is MTVFFKTLRNHWKKTTAGLCLLTWGGHWLYGKHCDNLLRRAACQEAQVFGNQLIPPNAQVKKATVFLNPAACKGKARTLFEKNAAPILHLSGMDVTIVKTDYEGQAKKLLELMENTDVIIVAGGDGTLQEVVTGVLRRTDEATFSKIPIGFIPLGETSSLSHTLFAESGNKVQHITDATLAIVKGETVPLDVLQIKGEKEQPVFAMTGLRWGSFRDAGVKVSKYWYLGPLKIKAAHFFSTLKEWPQTHQASISYTGPTERPPNEPEETPVQRPSLYRRILRRLASYWAQPQDALSQEVSP.... Result: 1 (interaction). (4) The miRNA is hsa-miR-4722-5p with sequence GGCAGGAGGGCUGUGCCAGGUUG. The protein sequence of the target gene is MGNKQPQKVTVPTGTALQGVVLIVSTLHQPGGWICGKDPCCSLRPLSNSVQNALACKSKQDYQAGILFKTRAFISRDCGSDAAEDSASKGETYTLTLEHKGAGEGDLRPRGQPGWCRLGDPRRDSARPVAAIEGPCPGAARASRVLRGRGFSRNPRGRGLPSGAGWRGAGGAGEGAVTFPERRGDVRRKGAGRARFKWHSLSSELRAVWAAAGYISREPGRRGADGDSSGGERLGARRNSAPRAPCPPTGPPARPPSRGAPARAREGRRHPAADLDPPPGEPPAAASRGAPAQRPPSESP.... Result: 0 (no interaction).